From a dataset of Peptide-MHC class II binding affinity with 134,281 pairs from IEDB. Regression. Given a peptide amino acid sequence and an MHC pseudo amino acid sequence, predict their binding affinity value. This is MHC class II binding data. (1) The peptide sequence is KTFDTEYQKTKLNDW. The MHC is DRB1_1101 with pseudo-sequence DRB1_1101. The binding affinity (normalized) is 0.398. (2) The peptide sequence is LTELLQRDPEEFKTL. The MHC is DRB1_0101 with pseudo-sequence DRB1_0101. The binding affinity (normalized) is 0.334.